Dataset: Retrosynthesis with 50K atom-mapped reactions and 10 reaction types from USPTO. Task: Predict the reactants needed to synthesize the given product. (1) Given the product Cc1nc(Cl)c(Cl)n1Cc1sc2c(c1C(=O)O)c(=O)n(C)c(=O)n2CC(C)C, predict the reactants needed to synthesize it. The reactants are: COC(=O)c1c(Cn2c(C)nc(Cl)c2Cl)sc2c1c(=O)n(C)c(=O)n2CC(C)C. (2) Given the product CCC(C)Oc1c(C)cccc1C(=O)NC1(C(=O)O)Cc2ccccc2C1, predict the reactants needed to synthesize it. The reactants are: CCOC(=O)C1(NC(=O)c2cccc(C)c2OC(C)CC)Cc2ccccc2C1. (3) Given the product CC1CC(c2c[nH]c3c(C(N)=O)cc(-c4ccsc4)cc23)CC(C)S1(=O)=O, predict the reactants needed to synthesize it. The reactants are: CC1CC(c2c[nH]c3c(C(N)=O)cc(Br)cc23)CC(C)S1(=O)=O.OB(O)c1ccsc1. (4) Given the product O=C(Cc1ccccc1)C1NCC2C(O)CCC(c3ccccc3)(c3ccccc3)C12, predict the reactants needed to synthesize it. The reactants are: O=C1CCC(c2ccccc2)(c2ccccc2)C2C1CNC2C(=O)Cc1ccccc1.